From a dataset of hERG potassium channel inhibition data for cardiac toxicity prediction from Karim et al.. Regression/Classification. Given a drug SMILES string, predict its toxicity properties. Task type varies by dataset: regression for continuous values (e.g., LD50, hERG inhibition percentage) or binary classification for toxic/non-toxic outcomes (e.g., AMES mutagenicity, cardiotoxicity, hepatotoxicity). Dataset: herg_karim. (1) The molecule is CC1CCCN1CCCOc1ccc(-c2cn[nH]c(=O)c2)cc1. The result is 1 (blocker). (2) The molecule is COC(=O)C(Cc1c[nH]c2ccccc12)NS(=O)(=O)c1ccc(Br)cc1. The result is 1 (blocker).